This data is from Forward reaction prediction with 1.9M reactions from USPTO patents (1976-2016). The task is: Predict the product of the given reaction. (1) Given the reactants [CH3:1][N:2]([CH3:36])[CH2:3][CH2:4][NH:5][C:6]([NH:8][C:9]1[CH:14]=[CH:13][C:12]([C:15]2[N:16]=[C:17]([N:30]3[CH2:35][CH2:34][O:33][CH2:32][CH2:31]3)[C:18]3[N:23]=[N:22][N:21]([CH:24]4[CH2:29][CH2:28][NH:27][CH2:26][CH2:25]4)[C:19]=3[N:20]=2)=[CH:11][CH:10]=1)=[O:7].[N:37]1[CH:42]=[CH:41][C:40]([C:43]2[CH:50]=[CH:49][C:46]([CH:47]=O)=[CH:45][CH:44]=2)=[CH:39][CH:38]=1.[BH-](OC(C)=O)(OC(C)=O)OC(C)=O.[Na+].CC(O)=O, predict the reaction product. The product is: [CH3:1][N:2]([CH3:36])[CH2:3][CH2:4][NH:5][C:6]([NH:8][C:9]1[CH:10]=[CH:11][C:12]([C:15]2[N:16]=[C:17]([N:30]3[CH2:35][CH2:34][O:33][CH2:32][CH2:31]3)[C:18]3[N:23]=[N:22][N:21]([CH:24]4[CH2:29][CH2:28][N:27]([CH2:47][C:46]5[CH:45]=[CH:44][C:43]([C:40]6[CH:41]=[CH:42][N:37]=[CH:38][CH:39]=6)=[CH:50][CH:49]=5)[CH2:26][CH2:25]4)[C:19]=3[N:20]=2)=[CH:13][CH:14]=1)=[O:7]. (2) Given the reactants [CH3:1][C:2]1[C:6]2[C:7](=[O:19])[N:8]([CH2:11][CH2:12][N:13]3[CH2:18][CH2:17][O:16][CH2:15][CH2:14]3)[CH2:9][CH2:10][C:5]=2[NH:4][C:3]=1[CH:20]=O.[F:22][C:23]1[CH:24]=[C:25]2[C:29](=[C:30]([NH:32][C:33](=[O:35])[CH3:34])[CH:31]=1)[NH:28][C:27](=[O:36])[CH2:26]2, predict the reaction product. The product is: [F:22][C:23]1[CH:24]=[C:25]2[C:29](=[C:30]([NH:32][C:33](=[O:35])[CH3:34])[CH:31]=1)[NH:28][C:27](=[O:36])[C:26]2=[CH:20][C:3]1[NH:4][C:5]2[CH2:10][CH2:9][N:8]([CH2:11][CH2:12][N:13]3[CH2:14][CH2:15][O:16][CH2:17][CH2:18]3)[C:7](=[O:19])[C:6]=2[C:2]=1[CH3:1]. (3) Given the reactants Cl.[CH3:2][O:3][CH2:4][CH2:5][O:6][CH2:7][CH2:8][O:9][CH2:10][CH2:11][O:12][C@H:13]1[CH2:17][CH2:16][N:15](C(OC(C)(C)C)=O)[CH2:14]1, predict the reaction product. The product is: [CH3:2][O:3][CH2:4][CH2:5][O:6][CH2:7][CH2:8][O:9][CH2:10][CH2:11][O:12][C@H:13]1[CH2:17][CH2:16][NH:15][CH2:14]1. (4) Given the reactants [CH:1]1([O:6][C:7]2[CH:15]=[CH:14][C:13]([S:16]([CH3:19])(=[O:18])=[O:17])=[CH:12][C:8]=2[C:9]([OH:11])=O)[CH2:5][CH2:4][CH2:3][CH2:2]1.Cl.[CH2:21]([S:25]([C:28]1[S:32][C:31]([N:33]2[CH2:38][CH2:37][NH:36][CH2:35][CH2:34]2)=[N:30][CH:29]=1)(=[O:27])=[O:26])[CH2:22][CH2:23][CH3:24], predict the reaction product. The product is: [CH2:21]([S:25]([C:28]1[S:32][C:31]([N:33]2[CH2:38][CH2:37][N:36]([C:9]([C:8]3[CH:12]=[C:13]([S:16]([CH3:19])(=[O:18])=[O:17])[CH:14]=[CH:15][C:7]=3[O:6][CH:1]3[CH2:2][CH2:3][CH2:4][CH2:5]3)=[O:11])[CH2:35][CH2:34]2)=[N:30][CH:29]=1)(=[O:27])=[O:26])[CH2:22][CH2:23][CH3:24]. (5) Given the reactants [C:1]([C:3]1[N:8]=[C:7]([CH3:9])[N:6]=[C:5]([O:10][C:11]2[CH:16]=[CH:15][C:14]([CH2:17][S:18]([NH:21][CH3:22])(=[O:20])=[O:19])=[CH:13][CH:12]=2)[CH:4]=1)#[N:2].CCO.CCOC(C)=O.[H][H], predict the reaction product. The product is: [NH2:2][CH2:1][C:3]1[N:8]=[C:7]([CH3:9])[N:6]=[C:5]([O:10][C:11]2[CH:12]=[CH:13][C:14]([CH2:17][S:18]([NH:21][CH3:22])(=[O:20])=[O:19])=[CH:15][CH:16]=2)[CH:4]=1. (6) The product is: [C:23]([C:21]1[CH:20]=[CH:19][C:3]([NH:4][C:5]2[C:6]([C:12]([NH:14][CH2:15][CH2:16][CH2:17][OH:18])=[O:13])=[CH:7][NH:8][C:9](=[O:11])[CH:10]=2)=[C:2]([F:1])[CH:22]=1)#[CH:24]. Given the reactants [F:1][C:2]1[CH:22]=[C:21]([C:23]#[C:24][Si](C)(C)C)[CH:20]=[CH:19][C:3]=1[NH:4][C:5]1[C:6]([C:12]([NH:14][CH2:15][CH2:16][CH2:17][OH:18])=[O:13])=[CH:7][NH:8][C:9](=[O:11])[CH:10]=1.C([O-])([O-])=O.[K+].[K+], predict the reaction product.